From a dataset of Catalyst prediction with 721,799 reactions and 888 catalyst types from USPTO. Predict which catalyst facilitates the given reaction. (1) Reactant: [Br:1][C:2]1[C:7]([N+:8]([O-])=O)=[CH:6][CH:5]=[CH:4][C:3]=1[CH3:11].[Cl-].[NH4+]. Product: [Br:1][C:2]1[C:3]([CH3:11])=[CH:4][CH:5]=[CH:6][C:7]=1[NH2:8]. The catalyst class is: 292. (2) Reactant: [NH2:1][C:2]1[CH:10]=[C:9]([O:11][CH3:12])[CH:8]=[C:7]([O:13][CH3:14])[C:3]=1[C:4]([NH2:6])=[O:5].[N:15]1([CH2:21][C:22]2[CH:29]=[CH:28][C:25]([CH:26]=O)=[CH:24][CH:23]=2)[CH2:20][CH2:19][O:18][CH2:17][CH2:16]1.OS([O-])=O.[Na+].CC1C=CC(S(O)(=O)=O)=CC=1.C([O-])(O)=O.[Na+]. Product: [CH3:14][O:13][C:7]1[CH:8]=[C:9]([O:11][CH3:12])[CH:10]=[C:2]2[C:3]=1[C:4](=[O:5])[NH:6][C:26]([C:25]1[CH:24]=[CH:23][C:22]([CH2:21][N:15]3[CH2:20][CH2:19][O:18][CH2:17][CH2:16]3)=[CH:29][CH:28]=1)=[N:1]2. The catalyst class is: 395. (3) Reactant: [Cl:1][C:2]1[C:7]([NH:8][S:9]([CH2:12][CH2:13][CH3:14])(=[O:11])=[O:10])=[CH:6][CH:5]=[CH:4][C:3]=1[C:15]1[N:16]=[C:17]([CH:46]2[CH2:48][CH2:47]2)[N:18](COCC[Si](C)(C)C)[C:19]=1[C:20]1[CH:25]=[CH:24][N:23]=[C:22]([NH:26][CH2:27][C@@H:28]([NH:30]C(=O)OC(C)(C)C)[CH3:29])[N:21]=1.Cl. Product: [NH2:30][C@@H:28]([CH3:29])[CH2:27][NH:26][C:22]1[N:21]=[C:20]([C:19]2[NH:18][C:17]([CH:46]3[CH2:48][CH2:47]3)=[N:16][C:15]=2[C:3]2[C:2]([Cl:1])=[C:7]([NH:8][S:9]([CH2:12][CH2:13][CH3:14])(=[O:11])=[O:10])[CH:6]=[CH:5][CH:4]=2)[CH:25]=[CH:24][N:23]=1. The catalyst class is: 14. (4) Reactant: [NH2:1][C:2]1[CH:7]=[CH:6][CH:5]=[CH:4][CH:3]=1.C([N:15]1[CH:19]=[CH:18][N:17]=[CH:16]1)([N:15]1[CH:19]=[CH:18][N:17]=[CH:16]1)=S.NC1[CH:27]=[C:26]([Br:28])[CH:25]=[CH:24]C=1N.CCN=C=NCCCN(C)C. Product: [Br:28][C:26]1[CH:25]=[CH:24][C:18]2[NH:17][C:16]([NH:1][C:2]3[CH:7]=[CH:6][CH:5]=[CH:4][CH:3]=3)=[N:15][C:19]=2[CH:27]=1. The catalyst class is: 17. (5) Reactant: Cl.C(OC(=O)[NH:8][C:9]1[CH:14]=[CH:13][C:12]([F:15])=[CH:11][C:10]=1[NH:16][C:17](=[O:26])/[CH:18]=[CH:19]/[C:20]1[CH:21]=[N:22][N:23]([CH3:25])[CH:24]=1)(C)(C)C. Product: [NH2:8][C:9]1[CH:14]=[CH:13][C:12]([F:15])=[CH:11][C:10]=1[NH:16][C:17](=[O:26])/[CH:18]=[CH:19]/[C:20]1[CH:21]=[N:22][N:23]([CH3:25])[CH:24]=1. The catalyst class is: 472. (6) Reactant: [Cl:1][C:2]1[CH:7]=[C:6](F)[CH:5]=[CH:4][C:3]=1[S:9]([CH3:12])(=[O:11])=[O:10].[CH3:13][O:14][C:15]([C:17]1[CH:27]=[C:26]([OH:28])[C:20]2[CH2:21][C:22]([CH3:25])([CH3:24])[O:23][C:19]=2[CH:18]=1)=[O:16].C([O-])([O-])=O.[Cs+].[Cs+]. Product: [CH3:13][O:14][C:15]([C:17]1[CH:27]=[C:26]([O:28][C:6]2[CH:5]=[CH:4][C:3]([S:9]([CH3:12])(=[O:11])=[O:10])=[C:2]([Cl:1])[CH:7]=2)[C:20]2[CH2:21][C:22]([CH3:25])([CH3:24])[O:23][C:19]=2[CH:18]=1)=[O:16]. The catalyst class is: 3. (7) Reactant: [Li]CCCC.Br[C:7]1[CH:8]=[N:9][N:10]([C:12]([C:25]2[CH:30]=[CH:29][CH:28]=[CH:27][CH:26]=2)([C:19]2[CH:24]=[CH:23][CH:22]=[CH:21][CH:20]=2)[C:13]2[CH:18]=[CH:17][CH:16]=[CH:15][CH:14]=2)[CH:11]=1.[C:31]([C:34]1[CH:43]=[CH:42][C:37]([C:38]([O:40][CH3:41])=[O:39])=[CH:36][CH:35]=1)(=[O:33])[CH3:32]. Product: [OH:33][C:31]([C:34]1[CH:43]=[CH:42][C:37]([C:38]([O:40][CH3:41])=[O:39])=[CH:36][CH:35]=1)([C:7]1[CH:8]=[N:9][N:10]([C:12]([C:25]2[CH:30]=[CH:29][CH:28]=[CH:27][CH:26]=2)([C:19]2[CH:24]=[CH:23][CH:22]=[CH:21][CH:20]=2)[C:13]2[CH:18]=[CH:17][CH:16]=[CH:15][CH:14]=2)[CH:11]=1)[CH3:32]. The catalyst class is: 1. (8) Reactant: C([O:5]C(=O)[NH:7][C@H:8]1[CH2:13][CH2:12][CH2:11][CH2:10][C@H:9]1[NH:14][C:15]1[N:16]=[N:17][C:18]([C:30](=[O:32])[NH2:31])=[C:19]([NH:21][C:22]2[CH:27]=[CH:26][CH:25]=[C:24]([CH2:28][CH3:29])[N:23]=2)[CH:20]=1)(C)(C)C.FC(F)(F)C(O)=O.C(=O)(O)[O-].[Na+]. Product: [NH4+:7].[OH-:5].[NH2:7][C@H:8]1[CH2:13][CH2:12][CH2:11][CH2:10][C@H:9]1[NH:14][C:15]1[N:16]=[N:17][C:18]([C:30]([NH2:31])=[O:32])=[C:19]([NH:21][C:22]2[CH:27]=[CH:26][CH:25]=[C:24]([CH2:28][CH3:29])[N:23]=2)[CH:20]=1. The catalyst class is: 4. (9) Reactant: [CH:1]([C:3]1[CH:8]=[CH:7][C:6](B(O)O)=[CH:5][CH:4]=1)=[O:2].Br[C:13]1[S:14][C:15]([Cl:18])=[CH:16][CH:17]=1.C([O-])([O-])=O.[Na+].[Na+]. Product: [Cl:18][C:15]1[S:14][C:13]([C:4]2[CH:5]=[CH:6][CH:7]=[CH:8][C:3]=2[CH:1]=[O:2])=[CH:17][CH:16]=1. The catalyst class is: 104. (10) The catalyst class is: 269. Product: [ClH:35].[CH2:8]([C:5]1[CH:6]=[CH:7][C:2]2[NH:1][C:23](=[O:24])[N:10]([CH:11]3[CH2:12][CH2:13][N:14]([CH:17]4[CH2:18][CH2:19][O:20][CH2:21][CH2:22]4)[CH2:15][CH2:16]3)[C:3]=2[CH:4]=1)[CH3:9]. Reactant: [NH2:1][C:2]1[CH:7]=[CH:6][C:5]([CH2:8][CH3:9])=[CH:4][C:3]=1[NH:10][CH:11]1[CH2:16][CH2:15][N:14]([CH:17]2[CH2:22][CH2:21][O:20][CH2:19][CH2:18]2)[CH2:13][CH2:12]1.[C:23](N1C=CN=C1)(N1C=CN=C1)=[O:24].[ClH:35].